Dataset: Tox21: 12 toxicity assays (nuclear receptors and stress response pathways). Task: Binary classification across 12 toxicity assays. The molecule is Nc1ccc(Oc2ccc(N)cc2)cc1. It tested positive (active) for: NR-AhR (Aryl hydrocarbon Receptor agonist activity), and NR-Aromatase (Aromatase enzyme inhibition).